Task: Regression. Given a peptide amino acid sequence and an MHC pseudo amino acid sequence, predict their binding affinity value. This is MHC class I binding data.. Dataset: Peptide-MHC class I binding affinity with 185,985 pairs from IEDB/IMGT (1) The peptide sequence is MARPADASM. The MHC is HLA-A24:03 with pseudo-sequence HLA-A24:03. The binding affinity (normalized) is 0.0847. (2) The peptide sequence is FHLRSRFAF. The MHC is HLA-B08:01 with pseudo-sequence HLA-B08:01. The binding affinity (normalized) is 0.563. (3) The peptide sequence is VSLIAVIKGI. The MHC is Mamu-A01 with pseudo-sequence Mamu-A01. The binding affinity (normalized) is 0.453. (4) The peptide sequence is ETFNTPAMY. The MHC is HLA-A02:11 with pseudo-sequence HLA-A02:11. The binding affinity (normalized) is 0.0847. (5) The peptide sequence is RQVLFLEK. The MHC is HLA-B27:05 with pseudo-sequence HLA-B27:05. The binding affinity (normalized) is 0.503. (6) The peptide sequence is WFPLLCASVL. The MHC is Mamu-A01 with pseudo-sequence Mamu-A01. The binding affinity (normalized) is 0.149.